This data is from Reaction yield outcomes from USPTO patents with 853,638 reactions. The task is: Predict the reaction yield, written as a fraction of the theoretical maximum amount of product (1.0 means a 100% yield; for example, 0.34 means a 34% yield). (1) The reactants are [Cl:1][C:2]1[N:3]([NH2:13])[CH:4]=[C:5]([C:7]2[CH:8]=[N:9][CH:10]=[CH:11][CH:12]=2)[N:6]=1.C(N(CC)CC)C.[C:21](Cl)(=[O:23])[CH3:22]. The catalyst is ClCCl. The product is [Cl:1][C:2]1[N:3]([NH:13][C:21](=[O:23])[CH3:22])[CH:4]=[C:5]([C:7]2[CH:8]=[N:9][CH:10]=[CH:11][CH:12]=2)[N:6]=1. The yield is 0.270. (2) The reactants are [NH2:1][C@@H:2]([CH2:33][C:34]1[CH:39]=[CH:38][CH:37]=[CH:36][CH:35]=1)[C@@H:3]([OH:32])[CH2:4][C@@H:5]([NH:19][C:20]([C@@H:22]([NH:27][C:28](=[O:31])[O:29][CH3:30])[C:23]([CH3:26])([CH3:25])[CH3:24])=[O:21])[CH2:6][C:7]1[CH:12]=[CH:11][C:10]([C:13]2[CH:18]=[CH:17][CH:16]=[CH:15][N:14]=2)=[CH:9][CH:8]=1.[C:40]([NH:47][C@H:48]([C:53](O)=[O:54])[C:49]([CH3:52])([CH3:51])[CH3:50])([O:42][C:43]([CH3:46])([CH3:45])[CH3:44])=[O:41].CCOP(ON1N=NC2C=CC=CC=2C1=O)(OCC)=O.C(N(CC)C(C)C)(C)C. The catalyst is C1COCC1. The product is [CH3:30][O:29][C:28](=[O:31])[NH:27][C@@H:22]([C:23]([CH3:26])([CH3:25])[CH3:24])[C:20](=[O:21])[NH:19][C@@H:5]([CH2:6][C:7]1[CH:12]=[CH:11][C:10]([C:13]2[CH:18]=[CH:17][CH:16]=[CH:15][N:14]=2)=[CH:9][CH:8]=1)[CH2:4][C@H:3]([OH:32])[C@H:2]([CH2:33][C:34]1[CH:35]=[CH:36][CH:37]=[CH:38][CH:39]=1)[NH:1][C:53](=[O:54])[C@H:48]([C:49]([CH3:52])([CH3:51])[CH3:50])[NH:47][C:40](=[O:41])[O:42][C:43]([CH3:45])([CH3:46])[CH3:44]. The yield is 0.830. (3) The reactants are [CH3:1][O:2][CH2:3][CH2:4][NH:5][CH2:6][C:7]1[CH:23]=[CH:22][CH:21]=[CH:20][C:8]=1[O:9][CH2:10][CH2:11][CH2:12][CH2:13][CH2:14][C:15]([O:17][CH2:18][CH3:19])=[O:16].[O:24]1[CH:28]=[CH:27][CH:26]=[C:25]1[C:29]1[CH:37]=[CH:36][C:32]([C:33](O)=[O:34])=[CH:31][CH:30]=1.C1C=CC2N(O)N=NC=2C=1. The catalyst is CN(C=O)C.O. The product is [O:24]1[CH:28]=[CH:27][CH:26]=[C:25]1[C:29]1[CH:37]=[CH:36][C:32]([C:33]([N:5]([CH2:6][C:7]2[CH:23]=[CH:22][CH:21]=[CH:20][C:8]=2[O:9][CH2:10][CH2:11][CH2:12][CH2:13][CH2:14][C:15]([O:17][CH2:18][CH3:19])=[O:16])[CH2:4][CH2:3][O:2][CH3:1])=[O:34])=[CH:31][CH:30]=1. The yield is 0.892.